This data is from NCI-60 drug combinations with 297,098 pairs across 59 cell lines. The task is: Regression. Given two drug SMILES strings and cell line genomic features, predict the synergy score measuring deviation from expected non-interaction effect. (1) Drug 1: C1=CN(C=N1)CC(O)(P(=O)(O)O)P(=O)(O)O. Drug 2: CC1CCCC2(C(O2)CC(NC(=O)CC(C(C(=O)C(C1O)C)(C)C)O)C(=CC3=CSC(=N3)C)C)C. Synergy scores: CSS=24.5, Synergy_ZIP=-8.52, Synergy_Bliss=-12.2, Synergy_Loewe=-7.93, Synergy_HSA=-6.02. Cell line: MCF7. (2) Drug 1: C1=CN(C=N1)CC(O)(P(=O)(O)O)P(=O)(O)O. Drug 2: C1=NNC2=C1C(=O)NC=N2. Cell line: IGROV1. Synergy scores: CSS=3.01, Synergy_ZIP=-2.33, Synergy_Bliss=-4.32, Synergy_Loewe=-0.788, Synergy_HSA=-2.59. (3) Drug 1: C1=CC(=CC=C1C#N)C(C2=CC=C(C=C2)C#N)N3C=NC=N3. Drug 2: C1=CN(C(=O)N=C1N)C2C(C(C(O2)CO)O)O.Cl. Cell line: SF-268. Synergy scores: CSS=-1.99, Synergy_ZIP=0.609, Synergy_Bliss=0.821, Synergy_Loewe=-17.6, Synergy_HSA=-8.12. (4) Drug 1: CN(C)C1=NC(=NC(=N1)N(C)C)N(C)C. Drug 2: CC(C)NC(=O)C1=CC=C(C=C1)CNNC.Cl. Cell line: NCI-H226. Synergy scores: CSS=-2.85, Synergy_ZIP=2.24, Synergy_Bliss=0.405, Synergy_Loewe=-4.05, Synergy_HSA=-3.49.